Dataset: Full USPTO retrosynthesis dataset with 1.9M reactions from patents (1976-2016). Task: Predict the reactants needed to synthesize the given product. (1) Given the product [F:1][C:2]1[CH:21]=[CH:20][C:5]2[C:6]([C:9]3[CH:10]=[C:11]([CH:12]=[CH:13][CH:14]=3)[O:15][CH2:16][C@H:17]([OH:18])[CH2:19][NH:30][CH2:29][C:28]3[CH:31]=[CH:32][CH:33]=[C:26]([F:25])[CH:27]=3)=[N:7][O:8][C:4]=2[CH:3]=1, predict the reactants needed to synthesize it. The reactants are: [F:1][C:2]1[CH:21]=[CH:20][C:5]2[C:6]([C:9]3[CH:14]=[CH:13][CH:12]=[C:11]([O:15][CH2:16][C@H:17]4[CH2:19][O:18]4)[CH:10]=3)=[N:7][O:8][C:4]=2[CH:3]=1.C(O)C.[F:25][C:26]1[CH:27]=[C:28]([CH:31]=[CH:32][CH:33]=1)[CH2:29][NH2:30]. (2) Given the product [NH2:33][C:27]1([CH2:26][NH:25][C:14]2[NH:15][C:16](=[O:21])[C:17]([C:18]([NH2:20])=[O:19])=[C:12]([NH:11][C:7]3[CH:8]=[CH:9][CH:10]=[C:5]([C:3](=[O:4])[NH:2][CH3:1])[CH:6]=3)[N:13]=2)[CH2:32][CH2:31][CH2:30][CH2:29][CH2:28]1, predict the reactants needed to synthesize it. The reactants are: [CH3:1][NH:2][C:3]([C:5]1[CH:6]=[C:7]([NH:11][C:12]2[N:13]=[C:14](S(C)=O)[NH:15][C:16](=[O:21])[C:17]=2[C:18]([NH2:20])=[O:19])[CH:8]=[CH:9][CH:10]=1)=[O:4].[NH2:25][CH2:26][C:27]1([NH2:33])[CH2:32][CH2:31][CH2:30][CH2:29][CH2:28]1.CN1C(=O)CCC1. (3) Given the product [Cl:30][C:25]1[CH:26]=[CH:27][CH:28]=[CH:29][C:24]=1[C:5]1[C:6]([CH2:12][N:13]2[C:21](=[O:22])[C:20]3[C:15](=[CH:16][CH:17]=[CH:18][CH:19]=3)[C:14]2=[O:23])=[N:7][C:8]2[C:3]([N:4]=1)=[C:2]([I:40])[CH:11]=[CH:10][CH:9]=2, predict the reactants needed to synthesize it. The reactants are: N[C:2]1[CH:11]=[CH:10][CH:9]=[C:8]2[C:3]=1[N:4]=[C:5]([C:24]1[CH:29]=[CH:28][CH:27]=[CH:26][C:25]=1[Cl:30])[C:6]([CH2:12][N:13]1[C:21](=[O:22])[C:20]3[C:15](=[CH:16][CH:17]=[CH:18][CH:19]=3)[C:14]1=[O:23])=[N:7]2.CC(C)=O.Cl.N([O-])=O.[Na+].[I-:40].[K+].